From a dataset of Reaction yield outcomes from USPTO patents with 853,638 reactions. Predict the reaction yield, written as a fraction of the theoretical maximum amount of product (1.0 means a 100% yield; for example, 0.34 means a 34% yield). The reactants are [CH3:1][C:2]([O:5][C:6]([NH:8][CH:9]1[CH2:14][CH2:13][NH:12][CH2:11][CH2:10]1)=[O:7])([CH3:4])[CH3:3].ON1C2C=CC=CC=2N=N1.[CH3:25][S:26]([C:29]1[CH:37]=[CH:36][C:32]([C:33](O)=[O:34])=[CH:31][CH:30]=1)(=[O:28])=[O:27].C1(N=C=NC2CCCCC2)CCCCC1. The catalyst is ClCCl. The product is [C:2]([O:5][C:6](=[O:7])[NH:8][CH:9]1[CH2:10][CH2:11][N:12]([C:33](=[O:34])[C:32]2[CH:31]=[CH:30][C:29]([S:26]([CH3:25])(=[O:28])=[O:27])=[CH:37][CH:36]=2)[CH2:13][CH2:14]1)([CH3:1])([CH3:3])[CH3:4]. The yield is 0.906.